Predict the reactants needed to synthesize the given product. From a dataset of Full USPTO retrosynthesis dataset with 1.9M reactions from patents (1976-2016). (1) The reactants are: CO[C:3](=[O:22])[C:4]([C:6]1[C:16]2=[C:17]3[C:12](=[CH:13][CH:14]=[CH:15]2)C(OC(=O)C)CC[N:8]3[CH:7]=1)=O.[NH:23]1[C:31]2[C:26](=[CH:27][CH:28]=[CH:29][CH:30]=2)[C:25]([CH2:32][C:33]([NH2:35])=[O:34])=[CH:24]1.CC(C)([O-])C.[K+].Cl.[O:43]1C[CH2:46][CH2:45][CH2:44]1. Given the product [OH:43][CH:44]1[C:16]2[C:17]3=[C:12]([C:6]([C:4]4[C:3](=[O:22])[NH:35][C:33](=[O:34])[C:32]=4[C:25]4[C:26]5[C:31](=[CH:30][CH:29]=[CH:28][CH:27]=5)[NH:23][CH:24]=4)=[CH:7][N:8]3[CH2:46][CH2:45]1)[CH:13]=[CH:14][CH:15]=2, predict the reactants needed to synthesize it. (2) Given the product [Cl:22][C:17]1[CH:16]=[C:15]([N:12]2[CH2:13][CH2:14][N:10]([C:5]3[CH:6]=[N:7][CH:8]=[CH:9][C:4]=3[CH:1]3[CH2:3][CH2:2]3)[C:11]2=[O:23])[CH:20]=[C:19]([CH:24]2[CH2:26][CH2:25]2)[N:18]=1, predict the reactants needed to synthesize it. The reactants are: [CH:1]1([C:4]2[CH:9]=[CH:8][N:7]=[CH:6][C:5]=2[N:10]2[CH2:14][CH2:13][N:12]([C:15]3[CH:20]=[C:19](Cl)[N:18]=[C:17]([Cl:22])[CH:16]=3)[C:11]2=[O:23])[CH2:3][CH2:2]1.[CH:24]1(B(O)O)[CH2:26][CH2:25]1.C(=O)([O-])[O-].[Na+].[Na+]. (3) Given the product [F:27][CH2:26][O:25][C:21]1[C:22]([CH3:24])=[CH:23][C:18]([C:8]2([C:4]3[CH:5]=[CH:6][CH:7]=[C:2]([C:33]4[CH:34]=[N:29][CH:30]=[N:31][CH:32]=4)[CH:3]=3)[C:16]3[C:11](=[N:12][CH:13]=[CH:14][CH:15]=3)[C:10]([NH2:17])=[N:9]2)=[CH:19][C:20]=1[CH3:28], predict the reactants needed to synthesize it. The reactants are: Br[C:2]1[CH:3]=[C:4]([C:8]2([C:18]3[CH:23]=[C:22]([CH3:24])[C:21]([O:25][CH2:26][F:27])=[C:20]([CH3:28])[CH:19]=3)[C:16]3[C:11](=[N:12][CH:13]=[CH:14][CH:15]=3)[C:10]([NH2:17])=[N:9]2)[CH:5]=[CH:6][CH:7]=1.[N:29]1[CH:34]=[C:33](B(O)O)[CH:32]=[N:31][CH:30]=1.C(=O)([O-])[O-].[Na+].[Na+]. (4) Given the product [CH2:37]([O:39][C:40](=[O:45])[CH2:41][C:11]([C@H:8]1[CH2:9][CH2:10][N:5]([C:3]([O:2][CH3:1])=[O:4])[C@@H:6]([C:14]2[CH:19]=[CH:18][C:17]([C:20]([F:22])([F:23])[F:21])=[CH:16][C:15]=2[CH3:24])[CH2:7]1)=[O:12])[CH3:38], predict the reactants needed to synthesize it. The reactants are: [CH3:1][O:2][C:3]([N:5]1[CH2:10][CH2:9][CH:8]([C:11](O)=[O:12])[CH2:7][CH:6]1[C:14]1[CH:19]=[CH:18][C:17]([C:20]([F:23])([F:22])[F:21])=[CH:16][C:15]=1[CH3:24])=[O:4].N1(C(N2C=CN=C2)=O)C=CN=C1.[CH2:37]([O:39][C:40](=[O:45])[CH2:41]C([O-])=O)[CH3:38].[K+].[Cl-].[Mg+2].[Cl-]. (5) Given the product [CH3:1][O:2][C:3]([C:5]1[CH:6]=[C:7]([C:14]2[CH:19]=[CH:18][CH:17]=[CH:16][CH:15]=2)[CH:8]=[C:9]([NH2:11])[CH:10]=1)=[O:4], predict the reactants needed to synthesize it. The reactants are: [CH3:1][O:2][C:3]([C:5]1[CH:6]=[C:7]([C:14]2[CH:19]=[CH:18][CH:17]=[CH:16][CH:15]=2)[CH:8]=[C:9]([N+:11]([O-])=O)[CH:10]=1)=[O:4].